From a dataset of Experimentally validated miRNA-target interactions with 360,000+ pairs, plus equal number of negative samples. Binary Classification. Given a miRNA mature sequence and a target amino acid sequence, predict their likelihood of interaction. The miRNA is hsa-miR-3161 with sequence CUGAUAAGAACAGAGGCCCAGAU. The protein sequence of the target gene is MSAPKLLSLGCIFFPLLLFQQARAQFPRQCATVEALRSGMCCPDLSPVSGPGTDRCGSSSGRGRCEAVTADSRPHSPQYPHDGRDDREVWPLRFFNRTCHCNGNFSGHNCGTCRPGWRGAACDQRVLIVRRNLLDLSKEEKNHFVRALDMAKRTTHPLFVIATRRSEEILGPDGNTPQFENISIYNYFVWTHYYSVKKTFLGVGQESFGEVDFSHEGPAFLTWHRYHLLRLEKDMQEMLQEPSFSLPYWNFATGKNVCDICTDDLMGSRSNFDSTLISPNSVFSQWRVVCDSLEDYDTLG.... Result: 1 (interaction).